Dataset: Full USPTO retrosynthesis dataset with 1.9M reactions from patents (1976-2016). Task: Predict the reactants needed to synthesize the given product. The reactants are: Cl.[CH3:2][O:3][C:4](=[O:7])[CH2:5][NH2:6].[CH3:8]CN(CC)CC.[CH:15]([C:17]1([NH:20][C:21](=[O:30])[O:22][CH2:23][C:24]2[CH:29]=[CH:28][CH:27]=[CH:26][CH:25]=2)[CH2:19][CH2:18]1)=O.C([BH3-])#N.[Na+]. Given the product [CH2:23]([O:22][C:21]([NH:20][C:17]1([CH2:15][NH:6][CH2:5][C:4]([O:3][CH2:2][CH3:8])=[O:7])[CH2:19][CH2:18]1)=[O:30])[C:24]1[CH:29]=[CH:28][CH:27]=[CH:26][CH:25]=1, predict the reactants needed to synthesize it.